This data is from Reaction yield outcomes from USPTO patents with 853,638 reactions. The task is: Predict the reaction yield, written as a fraction of the theoretical maximum amount of product (1.0 means a 100% yield; for example, 0.34 means a 34% yield). (1) The reactants are Cl[C:2](Cl)([O:4]C(=O)OC(Cl)(Cl)Cl)Cl.[CH2:13]([O:20][NH:21][C@H:22]1[CH2:27][NH:26][C@H:25]([C:28]([O:30][CH2:31][CH3:32])=[O:29])[CH2:24][CH2:23]1)[C:14]1[CH:19]=[CH:18][CH:17]=[CH:16][CH:15]=1.CCN(C(C)C)C(C)C. The catalyst is C(Cl)Cl. The product is [CH2:13]([O:20][N:21]1[C:2](=[O:4])[N:26]2[CH2:27][C@H:22]1[CH2:23][CH2:24][C@H:25]2[C:28]([O:30][CH2:31][CH3:32])=[O:29])[C:14]1[CH:15]=[CH:16][CH:17]=[CH:18][CH:19]=1. The yield is 0.500. (2) The reactants are [CH:1]1([CH2:6][C:7]([NH:9][C:10]2[C:15]([C:16]([F:19])([F:18])[F:17])=[CH:14][C:13]([N:20]3[CH2:25][CH2:24][O:23][CH2:22][CH2:21]3)=[CH:12][C:11]=2Br)=[O:8])[CH2:5][CH2:4][CH2:3][CH2:2]1.[N:27]1[CH:32]=[CH:31][CH:30]=[C:29](B(O)O)[CH:28]=1.C(=O)([O-])[O-].[K+].[K+]. The catalyst is CC(C)=O.C([O-])(=O)C.[Pd+2].C([O-])(=O)C. The product is [CH:1]1([CH2:6][C:7]([NH:9][C:10]2[C:15]([C:16]([F:19])([F:18])[F:17])=[CH:14][C:13]([N:20]3[CH2:25][CH2:24][O:23][CH2:22][CH2:21]3)=[CH:12][C:11]=2[C:29]2[CH:28]=[N:27][CH:32]=[CH:31][CH:30]=2)=[O:8])[CH2:5][CH2:4][CH2:3][CH2:2]1. The yield is 0.180. (3) The reactants are C([O-])([O-])=O.[K+].[K+].[CH3:7][C:8]1[CH:13](/[CH:14]=[CH:15]/[C:16]([CH3:18])=[O:17])[C:12]([CH3:20])([CH3:19])[CH2:11][CH2:10][CH:9]=1.[H][H]. The catalyst is CC(O)C. The product is [CH3:7][C:8]1[CH:13](/[CH:14]=[CH:15]/[CH:16]([OH:17])[CH3:18])[C:12]([CH3:19])([CH3:20])[CH2:11][CH2:10][CH:9]=1. The yield is 1.00.